The task is: Predict the product of the given reaction.. This data is from Forward reaction prediction with 1.9M reactions from USPTO patents (1976-2016). (1) The product is: [Cl:1][C:2]1[CH:9]=[C:8]([N:10]([CH2:16][C:17]2[CH:18]=[CH:19][CH:20]=[CH:21][CH:22]=2)[C@H:11]2[CH2:15][CH2:14][N:13]([S:30]([CH2:29][C:23]3[CH:28]=[CH:27][CH:26]=[CH:25][CH:24]=3)(=[O:32])=[O:31])[CH2:12]2)[CH:7]=[CH:6][C:3]=1[C:4]#[N:5]. Given the reactants [Cl:1][C:2]1[CH:9]=[C:8]([N:10]([CH2:16][C:17]2[CH:22]=[CH:21][CH:20]=[CH:19][CH:18]=2)[C@H:11]2[CH2:15][CH2:14][NH:13][CH2:12]2)[CH:7]=[CH:6][C:3]=1[C:4]#[N:5].[C:23]1([CH2:29][S:30](Cl)(=[O:32])=[O:31])[CH:28]=[CH:27][CH:26]=[CH:25][CH:24]=1, predict the reaction product. (2) Given the reactants [Br:1][C:2]1[N:7]=[C:6]([CH3:8])[C:5]([OH:9])=[CH:4][CH:3]=1.CI.[C:12](=O)([O-])[O-].[K+].[K+], predict the reaction product. The product is: [Br:1][C:2]1[N:7]=[C:6]([CH3:8])[C:5]([O:9][CH3:12])=[CH:4][CH:3]=1. (3) Given the reactants [CH3:1][CH:2]([CH3:38])[C@H:3]([N:8]1[CH2:16][C:15]2[C:10](=[CH:11][C:12]([C:17]3[CH:22]=[CH:21][C:20]([NH:23][C:24]([C:26]4SC(C5C=CC=CC=5)=CN=4)=[O:25])=[CH:19][CH:18]=3)=[CH:13][CH:14]=2)[C:9]1=[O:37])[C:4]([O:6][CH3:7])=[O:5].NC1C=CC(C2C=C3C(CN([C@@H](C(C)C)C(OC)=O)C3=O)=CC=2)=CC=1.[Cl:64][C:65]1[CH:70]=[CH:69][C:68]([C:71]2[CH:75]=C(C(OCC)=O)[O:73][N:72]=2)=[CH:67][CH:66]=1, predict the reaction product. The product is: [Cl:64][C:65]1[CH:66]=[CH:67][C:68]([C:71]2[CH:75]=[C:26]([C:24]([NH:23][C:20]3[CH:19]=[CH:18][C:17]([C:12]4[CH:11]=[C:10]5[C:15]([CH2:16][N:8]([C@@H:3]([CH:2]([CH3:1])[CH3:38])[C:4]([O:6][CH3:7])=[O:5])[C:9]5=[O:37])=[CH:14][CH:13]=4)=[CH:22][CH:21]=3)=[O:25])[O:73][N:72]=2)=[CH:69][CH:70]=1. (4) Given the reactants [CH3:1][C:2]1[N:3]=[C:4]([NH:16][C:17]([NH2:19])=[NH:18])[S:5][C:6]=1[C:7]1[CH:12]=[CH:11][CH:10]=[C:9]([N+:13]([O-])=O)[CH:8]=1, predict the reaction product. The product is: [NH2:13][C:9]1[CH:8]=[C:7]([C:6]2[S:5][C:4]([NH:16][C:17]([NH2:19])=[NH:18])=[N:3][C:2]=2[CH3:1])[CH:12]=[CH:11][CH:10]=1.